This data is from NCI-60 drug combinations with 297,098 pairs across 59 cell lines. The task is: Regression. Given two drug SMILES strings and cell line genomic features, predict the synergy score measuring deviation from expected non-interaction effect. (1) Drug 1: C1=CC(=C2C(=C1NCCNCCO)C(=O)C3=C(C=CC(=C3C2=O)O)O)NCCNCCO. Drug 2: C1=C(C(=O)NC(=O)N1)F. Cell line: SK-MEL-2. Synergy scores: CSS=53.3, Synergy_ZIP=-8.21, Synergy_Bliss=-8.17, Synergy_Loewe=-11.4, Synergy_HSA=-3.29. (2) Drug 1: CCN(CC)CCNC(=O)C1=C(NC(=C1C)C=C2C3=C(C=CC(=C3)F)NC2=O)C. Drug 2: COCCOC1=C(C=C2C(=C1)C(=NC=N2)NC3=CC=CC(=C3)C#C)OCCOC. Cell line: UACC62. Synergy scores: CSS=59.5, Synergy_ZIP=12.0, Synergy_Bliss=12.4, Synergy_Loewe=11.6, Synergy_HSA=17.4.